This data is from Forward reaction prediction with 1.9M reactions from USPTO patents (1976-2016). The task is: Predict the product of the given reaction. (1) Given the reactants [CH3:1][S:2]([C:5]1[CH:6]=[C:7]([C:11]2[C:12]3[N:13]([N:17]=[C:18]([NH2:20])[N:19]=3)[CH:14]=[CH:15][CH:16]=2)[CH:8]=[CH:9][CH:10]=1)(=[O:4])=[O:3].Br[C:22]1[CH:23]=[C:24]([N:28]2[CH2:33][CH2:32][N:31]([CH3:34])[CH2:30][CH2:29]2)[CH:25]=[CH:26][CH:27]=1.C1(P(C2CCCCC2)C2C=CC=CC=2C2C=CC=CC=2P(C2CCCCC2)C2CCCCC2)CCCCC1, predict the reaction product. The product is: [CH3:1][S:2]([C:5]1[CH:6]=[C:7]([C:11]2[C:12]3[N:13]([N:17]=[C:18]([NH:20][C:22]4[CH:27]=[CH:26][CH:25]=[C:24]([N:28]5[CH2:33][CH2:32][N:31]([CH3:34])[CH2:30][CH2:29]5)[CH:23]=4)[N:19]=3)[CH:14]=[CH:15][CH:16]=2)[CH:8]=[CH:9][CH:10]=1)(=[O:3])=[O:4]. (2) Given the reactants [CH3:1][O:2][CH2:3][C:4]1[CH:5]=[C:6]([CH:8]=[CH:9][CH:10]=1)[NH2:7].[F:11][C:12]([F:25])([O:16][C:17]1[CH:18]=[C:19]([CH:22]=[CH:23][CH:24]=1)[CH:20]=O)[CH:13]([F:15])[F:14].C(O)(=O)C.[BH-](OC(C)=O)(OC(C)=O)OC(C)=O.[Na+].[F:44][C:45]([F:50])([F:49])[CH:46]1[O:48][CH2:47]1, predict the reaction product. The product is: [CH3:1][O:2][CH2:3][C:4]1[CH:5]=[C:6]([N:7]([CH2:20][C:19]2[CH:22]=[CH:23][CH:24]=[C:17]([O:16][C:12]([F:25])([F:11])[CH:13]([F:15])[F:14])[CH:18]=2)[CH2:47][CH:46]([OH:48])[C:45]([F:50])([F:49])[F:44])[CH:8]=[CH:9][CH:10]=1.